This data is from Forward reaction prediction with 1.9M reactions from USPTO patents (1976-2016). The task is: Predict the product of the given reaction. (1) Given the reactants [CH:1]1([C@H:4]([NH:6][C:7]2[N:12]=[C:11]([NH:13][C@@H:14]([CH:16]3[CH2:18][CH2:17]3)[CH3:15])[N:10]=[C:9]([C:19]3[N:24]=[C:23]([C:25]([OH:27])=O)[CH:22]=[CH:21][CH:20]=3)[N:8]=2)[CH3:5])[CH2:3][CH2:2]1.C(Cl)(=O)C(Cl)=O.[NH3:34], predict the reaction product. The product is: [CH:16]1([C@H:14]([NH:13][C:11]2[N:12]=[C:7]([NH:6][C@@H:4]([CH:1]3[CH2:2][CH2:3]3)[CH3:5])[N:8]=[C:9]([C:19]3[N:24]=[C:23]([C:25]([NH2:34])=[O:27])[CH:22]=[CH:21][CH:20]=3)[N:10]=2)[CH3:15])[CH2:18][CH2:17]1. (2) Given the reactants C[C:2]1[CH:10]=[C:9](C(Cl)=O)[CH:8]=[CH:7][C:3]=1[C:4](Cl)=[O:5].[CH3:14][N:15]([CH3:19])[CH2:16][CH2:17][NH2:18].[C:20](=[O:23])([O-])[OH:21].[Na+].[CH2:25](Cl)Cl, predict the reaction product. The product is: [CH3:14][N:15]([CH3:19])[CH2:16][CH2:17][NH:18][C:4]([C:3]1[CH:7]=[CH:8][C:9]([C:20]([O:21][CH3:25])=[O:23])=[CH:10][CH:2]=1)=[O:5]. (3) Given the reactants [C:1]([O:5][C:6]([NH:8][CH:9]([NH:27][C:28]([O:30][C:31]([CH3:34])([CH3:33])[CH3:32])=[O:29])[CH:10]1[CH2:13][N:12](C(C2C=CC=CC=2)C2C=CC=CC=2)[CH2:11]1)=[O:7])([CH3:4])([CH3:3])[CH3:2], predict the reaction product. The product is: [C:31]([O:30][C:28]([NH:27][CH:9]([NH:8][C:6]([O:5][C:1]([CH3:4])([CH3:3])[CH3:2])=[O:7])[CH:10]1[CH2:11][NH:12][CH2:13]1)=[O:29])([CH3:34])([CH3:33])[CH3:32]. (4) Given the reactants C([O:4][CH2:5][C:6]1[S:7][C:8]2[C:13]([C:14](=[O:17])[C:15]=1[I:16])=[CH:12][CH:11]=[CH:10][CH:9]=2)(=O)C.C(=O)([O-])[O-].[K+].[K+].[Cl-].[NH4+], predict the reaction product. The product is: [OH:4][CH2:5][C:6]1[S:7][C:8]2[C:13]([C:14](=[O:17])[C:15]=1[I:16])=[CH:12][CH:11]=[CH:10][CH:9]=2. (5) Given the reactants [CH2:1]([O:8][C:9]([N:11]1[CH2:15][CH2:14][CH2:13][C@H:12]1[C:16]([OH:18])=O)=[O:10])[C:2]1[CH:7]=[CH:6][CH:5]=[CH:4][CH:3]=1.O=S(Cl)[Cl:21], predict the reaction product. The product is: [Cl:21][C:16]([C@@H:12]1[CH2:13][CH2:14][CH2:15][N:11]1[C:9]([O:8][CH2:1][C:2]1[CH:7]=[CH:6][CH:5]=[CH:4][CH:3]=1)=[O:10])=[O:18]. (6) Given the reactants [Cl:1][C:2]1[CH:7]=[CH:6][C:5]([NH:8][C:9]([C:11]2[C:12]([CH3:21])=[N:13][C:14]([C:17]([F:20])([F:19])[F:18])=[CH:15][CH:16]=2)=[O:10])=[CH:4][C:3]=1I.[Br-].[N:24]1[CH:29]=[CH:28][CH:27]=[CH:26][C:25]=1[Zn+], predict the reaction product. The product is: [Cl:1][C:2]1[CH:7]=[CH:6][C:5]([NH:8][C:9]([C:11]2[C:12]([CH3:21])=[N:13][C:14]([C:17]([F:20])([F:19])[F:18])=[CH:15][CH:16]=2)=[O:10])=[CH:4][C:3]=1[C:25]1[CH:26]=[CH:27][CH:28]=[CH:29][N:24]=1. (7) Given the reactants Br[C:2]1[CH:3]=[CH:4][C:5]([C:8]([N:10]2[CH2:15][C@@H:14]3[CH2:16][C@H:11]2[CH2:12][N:13]3[C:17]([C@@H:19]([NH:24][C:25]([C:27]2[NH:28][C:29]3[C:34]([CH:35]=2)=[CH:33][CH:32]=[CH:31][CH:30]=3)=[O:26])[C:20]([CH3:23])([CH3:22])[CH3:21])=[O:18])=[O:9])=[N:6][CH:7]=1.[B:36]1([B:36]2[O:40][C:39]([CH3:42])([CH3:41])[C:38]([CH3:44])([CH3:43])[O:37]2)[O:40][C:39]([CH3:42])([CH3:41])[C:38]([CH3:44])([CH3:43])[O:37]1.C([O-])(=O)C.[K+], predict the reaction product. The product is: [CH3:23][C:20]([CH3:21])([CH3:22])[C@H:19]([NH:24][C:25]([C:27]1[NH:28][C:29]2[C:34]([CH:35]=1)=[CH:33][CH:32]=[CH:31][CH:30]=2)=[O:26])[C:17]([N:13]1[CH2:12][C@@H:11]2[CH2:16][C@H:14]1[CH2:15][N:10]2[C:8]([C:5]1[CH:4]=[CH:3][C:2]([B:36]2[O:40][C:39]([CH3:42])([CH3:41])[C:38]([CH3:44])([CH3:43])[O:37]2)=[CH:7][N:6]=1)=[O:9])=[O:18].